Dataset: CYP1A2 inhibition data for predicting drug metabolism from PubChem BioAssay. Task: Regression/Classification. Given a drug SMILES string, predict its absorption, distribution, metabolism, or excretion properties. Task type varies by dataset: regression for continuous measurements (e.g., permeability, clearance, half-life) or binary classification for categorical outcomes (e.g., BBB penetration, CYP inhibition). Dataset: cyp1a2_veith. (1) The molecule is Cc1nn(C)c(Cl)c1NC(=O)OCc1ccc(F)cc1. The result is 1 (inhibitor). (2) The result is 0 (non-inhibitor). The molecule is O=C(c1cnccn1)N1CCC[C@@]2(CCN(Cc3cc(C(F)(F)F)cc(C(F)(F)F)c3)C2)C1. (3) The compound is CN(C)CCNC(=O)C1CCCNC1=O. The result is 0 (non-inhibitor). (4) The drug is CCOC(=O)CSc1ncc(OC)c(Sc2ccc(Cl)cc2)n1. The result is 1 (inhibitor). (5) The drug is C=CCSc1ncccc1C(=O)NCc1ccc(C)cc1. The result is 1 (inhibitor). (6) The molecule is Cc1nn2c([nH]c(=O)c3ccccc32)c1C=O. The result is 1 (inhibitor). (7) The compound is Cc1ccc(-c2csc(NC(=S)NC(=O)/C=C/c3ccco3)n2)cc1. The result is 1 (inhibitor). (8) The compound is c1cncc(CNc2ncnc3ccc(-c4cccnc4)cc23)c1. The result is 1 (inhibitor). (9) The molecule is COC(=O)N1CCC2(CC1)CN(C(=O)Nc1ccc(OC)cc1)C2. The result is 0 (non-inhibitor).